From a dataset of Forward reaction prediction with 1.9M reactions from USPTO patents (1976-2016). Predict the product of the given reaction. (1) Given the reactants [CH:1]([C@H:4]1[C:9](=[O:10])[NH:8][C:7]2[CH:11]=[C:12]([CH3:16])[CH:13]=[C:14]([CH3:15])[C:6]=2[O:5]1)([CH3:3])[CH3:2].C(=O)([O-])[O-].[K+].[K+].[C:23]([O:27][CH3:28])(=[O:26])[CH:24]=[CH2:25].C(O)(=O)CC(CC(O)=O)(C(O)=O)O, predict the reaction product. The product is: [CH3:28][O:27][C:23](=[O:26])[CH2:24][CH2:25][N:8]1[C:7]2[CH:11]=[C:12]([CH3:16])[CH:13]=[C:14]([CH3:15])[C:6]=2[O:5][C@@H:4]([CH:1]([CH3:3])[CH3:2])[C:9]1=[O:10]. (2) The product is: [Cl:1][C:2]1[CH:3]=[C:4]([CH2:14][C:15]([O:17][CH2:18][CH3:19])=[O:16])[CH:5]=[C:6]([O:9][CH2:10][CH:11]2[CH2:13][CH2:12]2)[C:7]=1[C:25]1[CH:26]=[CH:27][C:22]([C:21]([F:32])([F:31])[F:20])=[CH:23][CH:24]=1. Given the reactants [Cl:1][C:2]1[CH:3]=[C:4]([CH2:14][C:15]([O:17][CH2:18][CH3:19])=[O:16])[CH:5]=[C:6]([O:9][CH2:10][CH:11]2[CH2:13][CH2:12]2)[C:7]=1I.[F:20][C:21]([F:32])([F:31])[C:22]1[CH:27]=[CH:26][C:25](B(O)O)=[CH:24][CH:23]=1.[F-].[Cs+].CCOC(C)=O, predict the reaction product. (3) Given the reactants [NH2:1][C:2]1[N:7]=[C:6]([CH3:8])[CH:5]=[C:4](Cl)[CH:3]=1.[CH3:10][NH:11][CH3:12], predict the reaction product. The product is: [CH3:10][N:11]([CH3:12])[C:4]1[CH:5]=[C:6]([CH3:8])[N:7]=[C:2]([NH2:1])[CH:3]=1. (4) Given the reactants [Cl:1][C:2]1[CH:7]=[CH:6][C:5]([CH2:8][CH2:9][CH:10]=O)=[CH:4][CH:3]=1.C[Si]([C:16]#[N:17])(C)C.[NH3:18].CO, predict the reaction product. The product is: [NH2:18][CH:10]([CH2:9][CH2:8][C:5]1[CH:6]=[CH:7][C:2]([Cl:1])=[CH:3][CH:4]=1)[C:16]#[N:17]. (5) Given the reactants [Si]([O:18][CH2:19][CH2:20][O:21][CH2:22][NH:23][C:24]([C:26]1[CH:31]=[C:30]([CH3:32])[C:29]([CH:33]([C:44]2[CH:49]=[C:48]([F:50])[CH:47]=[CH:46][C:45]=2[F:51])[S:34]([C:37]2[CH:42]=[CH:41][C:40]([F:43])=[CH:39][CH:38]=2)(=[O:36])=[O:35])=[CH:28][N:27]=1)=[O:25])(C(C)(C)C)(C1C=CC=CC=1)C1C=CC=CC=1.C(O)(=O)C.[F-].C([N+](CCCC)(CCCC)CCCC)CCC.[Cl-].[NH4+], predict the reaction product. The product is: [F:51][C:45]1[CH:46]=[CH:47][C:48]([F:50])=[CH:49][C:44]=1[CH:33]([S:34]([C:37]1[CH:38]=[CH:39][C:40]([F:43])=[CH:41][CH:42]=1)(=[O:36])=[O:35])[C:29]1[C:30]([CH3:32])=[CH:31][C:26]([C:24]([NH:23][CH2:22][O:21][CH2:20][CH2:19][OH:18])=[O:25])=[N:27][CH:28]=1. (6) Given the reactants [F:1][C:2]([F:14])([F:13])[C:3]1[CH:8]=[CH:7][C:6]([S:9](Cl)(=[O:11])=[O:10])=[CH:5][CH:4]=1.[CH2:15]([NH2:22])[C:16]1[CH:21]=[CH:20][CH:19]=[CH:18][CH:17]=1.ClC1C=CC(S(N[C@H]2CC[C@H](C(OC)=O)CC2)(=O)=O)=CC=1[N+]([O-])=O, predict the reaction product. The product is: [CH2:15]([NH:22][S:9]([C:6]1[CH:7]=[CH:8][C:3]([C:2]([F:14])([F:13])[F:1])=[CH:4][CH:5]=1)(=[O:11])=[O:10])[C:16]1[CH:21]=[CH:20][CH:19]=[CH:18][CH:17]=1. (7) The product is: [ClH:33].[ClH:33].[CH2:1]([N:8]([CH3:14])[C:9](=[NH:13])[NH:10][C:11](=[NH:12])[N:16]([CH2:32][C:25]1[CH:30]=[CH:29][CH:28]=[CH:27][CH:26]=1)[CH3:15])[CH2:2][CH2:7][CH2:6][CH2:5][CH2:4][CH2:3][CH3:34]. Given the reactants [CH2:1]([N:8]([CH3:14])[C:9]([NH2:13])=[N:10][C:11]#[N:12])[C:2]1[CH:7]=[CH:6][CH:5]=[CH:4][CH:3]=1.[CH3:15][NH:16]CCCCCCCC.[C:25]1([CH3:32])[C:26](C)=[CH:27][CH:28]=[CH:29][CH:30]=1.[ClH:33].[C:34]1(C)C=CC=CC=1, predict the reaction product.